The task is: Regression. Given two drug SMILES strings and cell line genomic features, predict the synergy score measuring deviation from expected non-interaction effect.. This data is from NCI-60 drug combinations with 297,098 pairs across 59 cell lines. (1) Drug 1: COC1=NC(=NC2=C1N=CN2C3C(C(C(O3)CO)O)O)N. Drug 2: C1=CN(C=N1)CC(O)(P(=O)(O)O)P(=O)(O)O. Cell line: HOP-62. Synergy scores: CSS=12.7, Synergy_ZIP=7.36, Synergy_Bliss=7.69, Synergy_Loewe=4.72, Synergy_HSA=5.99. (2) Drug 1: CC(C)(C#N)C1=CC(=CC(=C1)CN2C=NC=N2)C(C)(C)C#N. Drug 2: C(CN)CNCCSP(=O)(O)O. Cell line: NCI-H522. Synergy scores: CSS=-4.12, Synergy_ZIP=0.257, Synergy_Bliss=-2.77, Synergy_Loewe=-1.24, Synergy_HSA=-4.14. (3) Drug 1: COC1=C(C=C2C(=C1)N=CN=C2NC3=CC(=C(C=C3)F)Cl)OCCCN4CCOCC4. Drug 2: C(CCl)NC(=O)N(CCCl)N=O. Cell line: SF-295. Synergy scores: CSS=9.58, Synergy_ZIP=-2.73, Synergy_Bliss=1.69, Synergy_Loewe=2.69, Synergy_HSA=3.02. (4) Drug 1: CCCS(=O)(=O)NC1=C(C(=C(C=C1)F)C(=O)C2=CNC3=C2C=C(C=N3)C4=CC=C(C=C4)Cl)F. Drug 2: CC1=C(C(=O)C2=C(C1=O)N3CC4C(C3(C2COC(=O)N)OC)N4)N. Cell line: M14. Synergy scores: CSS=54.3, Synergy_ZIP=-3.43, Synergy_Bliss=-5.15, Synergy_Loewe=-12.8, Synergy_HSA=-0.308. (5) Drug 1: CN1CCC(CC1)COC2=C(C=C3C(=C2)N=CN=C3NC4=C(C=C(C=C4)Br)F)OC. Drug 2: CC1=C(C=C(C=C1)NC(=O)C2=CC=C(C=C2)CN3CCN(CC3)C)NC4=NC=CC(=N4)C5=CN=CC=C5. Cell line: HOP-92. Synergy scores: CSS=11.3, Synergy_ZIP=-4.14, Synergy_Bliss=-4.14, Synergy_Loewe=-5.64, Synergy_HSA=-2.73.